This data is from Reaction yield outcomes from USPTO patents with 853,638 reactions. The task is: Predict the reaction yield, written as a fraction of the theoretical maximum amount of product (1.0 means a 100% yield; for example, 0.34 means a 34% yield). (1) The reactants are [F:1][C:2]1[CH:3]=[C:4]([C:17](=[O:19])[CH3:18])[C:5]2[N:9]=[CH:8][N:7](C3CCCCO3)[C:6]=2[CH:16]=1.CC1C=CC(S(O)(=O)=O)=CC=1. The catalyst is O.CO. The product is [F:1][C:2]1[CH:3]=[C:4]([C:17](=[O:19])[CH3:18])[C:5]2[N:9]=[CH:8][NH:7][C:6]=2[CH:16]=1. The yield is 0.998. (2) The reactants are [S:1]1[CH:5]=[C:4]([CH2:6][N:7]([C@@H:41]([CH3:49])[CH:42]([O:46][CH2:47][CH3:48])[O:43][CH2:44][CH3:45])[C:8](=[O:40])[C@@H:9]([NH:22]C(=O)OCC2C3C=CC=CC=3C3C2=CC=CC=3)[CH2:10][C:11]2[CH:16]=[CH:15][C:14]([O:17][C:18]([CH3:21])([CH3:20])[CH3:19])=[CH:13][CH:12]=2)[C:3]2[CH:50]=[CH:51][CH:52]=[CH:53][C:2]1=2.N1CCCCC1. No catalyst specified. The product is [NH2:22][C@@H:9]([CH2:10][C:11]1[CH:16]=[CH:15][C:14]([O:17][C:18]([CH3:21])([CH3:19])[CH3:20])=[CH:13][CH:12]=1)[C:8]([N:7]([CH2:6][C:4]1[C:3]2[CH:50]=[CH:51][CH:52]=[CH:53][C:2]=2[S:1][CH:5]=1)[C@@H:41]([CH3:49])[CH:42]([O:46][CH2:47][CH3:48])[O:43][CH2:44][CH3:45])=[O:40]. The yield is 0.980. (3) The reactants are [Cl:1][C:2]1[CH:7]=[CH:6][C:5]([CH2:8][CH:9]([CH3:14])[CH2:10][S:11]([CH3:13])=[O:12])=[CH:4][N:3]=1.[N-:15]=[N+]=[N-].[Na+].OS(O)(=O)=O. The catalyst is C(Cl)(Cl)Cl. The product is [Cl:1][C:2]1[CH:7]=[CH:6][C:5]([CH2:8][CH:9]([CH3:14])[CH2:10][S:11]([CH3:13])(=[NH:15])=[O:12])=[CH:4][N:3]=1. The yield is 0.940. (4) The catalyst is C(Cl)Cl. The yield is 0.545. The product is [Cl:16][C:17]1[CH:18]=[C:19]([NH:23][C:24]([N:13]2[CH2:14][CH2:15][C:10]3[NH:9][N:8]=[C:7]([C:5]4[N:6]=[C:2]([CH3:1])[S:3][CH:4]=4)[C:11]=3[CH2:12]2)=[O:25])[CH:20]=[CH:21][CH:22]=1. The reactants are [CH3:1][C:2]1[S:3][CH:4]=[C:5]([C:7]2[C:11]3[CH2:12][NH:13][CH2:14][CH2:15][C:10]=3[NH:9][N:8]=2)[N:6]=1.[Cl:16][C:17]1[CH:18]=[C:19]([NH:23][C:24](=O)[O:25]C2C=CC=CC=2)[CH:20]=[CH:21][CH:22]=1. (5) The reactants are [Cl:1][C:2]1[C:3]([CH2:24][NH2:25])=[N:4][CH:5]=[C:6](/[CH:8]=[CH:9]/[CH:10]([C:15]2[CH:20]=[C:19]([Cl:21])[C:18]([Cl:22])=[C:17]([Cl:23])[CH:16]=2)[C:11]([F:14])([F:13])[F:12])[CH:7]=1.[F:26][C:27]([F:33])([F:32])[CH2:28][C:29](O)=[O:30].CCN=C=NCCCN(C)C.Cl.C1C=CC2N(O)N=NC=2C=1.O.CCN(C(C)C)C(C)C. The catalyst is C(Cl)Cl. The product is [Cl:1][C:2]1[C:3]([CH2:24][NH:25][C:29](=[O:30])[CH2:28][C:27]([F:33])([F:32])[F:26])=[N:4][CH:5]=[C:6](/[CH:8]=[CH:9]/[CH:10]([C:15]2[CH:20]=[C:19]([Cl:21])[C:18]([Cl:22])=[C:17]([Cl:23])[CH:16]=2)[C:11]([F:14])([F:12])[F:13])[CH:7]=1. The yield is 0.350. (6) The reactants are C1N=C[N:3]([C:6]([N:8]2C=N[CH:10]=[CH:9]2)=[O:7])C=1.[F:13][C:14]1[C:28]2[CH2:27][CH2:26][C:21]3=[N:22][CH:23]=[CH:24][CH:25]=C3C(N)[C:18]=2[CH:17]=[CH:16][CH:15]=1.[Cl:30][C:31]1[CH:32]=[C:33]([C:39]([OH:41])=[O:40])[CH:34]=[N:35][C:36]=1[NH:37]N. The catalyst is CN(C=O)C. The product is [Cl:30][C:31]1[CH:32]=[C:33]([C:39]([OH:41])=[O:40])[CH:34]=[N:35][C:36]=1[NH:37][NH:3][C:6]([NH:8][CH:9]1[C:10]2[C:21](=[N:22][CH:23]=[CH:24][CH:25]=2)[CH2:26][CH2:27][C:28]2[C:14]([F:13])=[CH:15][CH:16]=[CH:17][C:18]1=2)=[O:7]. The yield is 0.830. (7) The product is [CH2:17]1[CH2:16][O:15][C:12]2[CH:13]=[CH:14][C:9]([NH:8][C:6]3[C:5]([F:19])=[CH:4][N:3]=[C:2]([NH:40][C:39]4[CH:38]=[CH:37][C:36]([O:35][CH2:29][CH2:30][CH2:31][CH2:32][CH2:33][CH3:34])=[CH:42][CH:41]=4)[N:7]=3)=[CH:10][C:11]=2[O:18]1. The reactants are Cl[C:2]1[N:7]=[C:6]([NH:8][C:9]2[CH:14]=[CH:13][C:12]3[O:15][CH2:16][CH2:17][O:18][C:11]=3[CH:10]=2)[C:5]([F:19])=[CH:4][N:3]=1.C(N(CC)C(C)C)(C)C.[CH2:29]([O:35][C:36]1[CH:42]=[CH:41][C:39]([NH2:40])=[CH:38][CH:37]=1)[CH2:30][CH2:31][CH2:32][CH2:33][CH3:34]. The catalyst is C(O)CO. The yield is 0.230.